From a dataset of Forward reaction prediction with 1.9M reactions from USPTO patents (1976-2016). Predict the product of the given reaction. (1) Given the reactants [C:1]([NH:9][NH:10][C:11]([C:13]1[N:14]=[CH:15][N:16]2[C:21](=[O:22])[N:20]([CH2:23][S:24][CH3:25])[N:19]=[N:18][C:17]=12)=[O:12])(=O)[C:2]1[CH:7]=[CH:6][CH:5]=[CH:4][CH:3]=1.COC(=NS([N+](CC)(CC)CC)(=O)=O)[O-], predict the reaction product. The product is: [CH3:25][S:24][CH2:23][N:20]1[C:21](=[O:22])[N:16]2[CH:15]=[N:14][C:13]([C:11]3[O:12][C:1]([C:2]4[CH:7]=[CH:6][CH:5]=[CH:4][CH:3]=4)=[N:9][N:10]=3)=[C:17]2[N:18]=[N:19]1. (2) Given the reactants [F:1][C:2]([F:12])([F:11])[O:3][C:4]1[CH:9]=[CH:8][C:7]([OH:10])=[CH:6][CH:5]=1.Br[CH:14]([CH2:20][CH3:21])[C:15]([O:17][CH2:18][CH3:19])=[O:16].C(=O)([O-])[O-].[K+].[K+].CS(C)=O, predict the reaction product. The product is: [F:1][C:2]([F:11])([F:12])[O:3][C:4]1[CH:5]=[CH:6][C:7]([O:10][CH:14]([CH2:20][CH3:21])[C:15]([O:17][CH2:18][CH3:19])=[O:16])=[CH:8][CH:9]=1. (3) The product is: [C:24]1([CH:6]2[C:7]3[C:13]([C:14]([O:16][CH2:17][CH3:18])=[O:15])=[N:12][O:11][C:8]=3[CH2:9][CH2:10][NH:5]2)[CH:25]=[CH:26][CH:27]=[CH:28][CH:29]=1. Given the reactants Cl.C([N:5]1[CH2:10][CH2:9][C:8]2(N3CCCC3)[O:11][N:12]=[C:13]([C:14]([O:16][CH2:17][CH3:18])=[O:15])[CH:7]2[CH:6]1[C:24]1[CH:29]=[CH:28][CH:27]=[CH:26][CH:25]=1)(=O)C, predict the reaction product.